Predict the product of the given reaction. From a dataset of Forward reaction prediction with 1.9M reactions from USPTO patents (1976-2016). (1) Given the reactants [N:1]1[C:14]2[C:5](=[CH:6][CH:7]=[C:8]3[C:13]=2[N:12]=[CH:11][CH:10]=[CH:9]3)[CH:4]=[CH:3][CH:2]=1.[H+].Cl[Au-:17](Cl)(Cl)Cl.[Cl-].[NH4+], predict the reaction product. The product is: [Au:17].[N:1]1[C:14]2[C:5](=[CH:6][CH:7]=[C:8]3[C:13]=2[N:12]=[CH:11][CH:10]=[CH:9]3)[CH:4]=[CH:3][CH:2]=1. (2) Given the reactants N12CCCNC1=NCCC2.[CH3:11]/[C:12](/[N+]([O-])=O)=[CH:13]\[C:14]1[CH:19]=[CH:18][CH:17]=[CH:16][CH:15]=1.[CH2:23]([O:25][C:26](=[O:30])[CH2:27][N+:28]#[C-:29])[CH3:24], predict the reaction product. The product is: [CH2:23]([O:25][C:26]([C:27]1[NH:28][CH:29]=[C:12]([CH3:11])[C:13]=1[C:14]1[CH:19]=[CH:18][CH:17]=[CH:16][CH:15]=1)=[O:30])[CH3:24]. (3) Given the reactants CC(C)C([O:5][C@@H:6]1[C@@H:10]([CH2:11][O:12]C(=O)C(C)C)[O:9][C@@H:8]([N:18]2[C:22]3[N:23]=[C:24]([NH:29]C=O)[N:25]=[C:26]([O:27]C)[C:21]=3[C:20]([I:32])=[CH:19]2)[CH2:7]1)=O, predict the reaction product. The product is: [NH2:29][C:24]1[NH:25][C:26](=[O:27])[C:21]2[C:20]([I:32])=[CH:19][N:18]([C@@H:8]3[O:9][C@H:10]([CH2:11][OH:12])[C@@H:6]([OH:5])[CH2:7]3)[C:22]=2[N:23]=1. (4) The product is: [CH:19]1[C:14]2[CH2:13][C@H:12]3[N:2]([CH2:1][CH:23]4[CH2:25][CH2:24]4)[CH2:3][CH2:4][C@:5]45[C@H:6]([C:7]([CH2:9][CH2:10][C@@:11]34[OH:22])=[O:8])[O:21][C:16]([C:15]=25)=[C:17]([OH:20])[CH:18]=1. Given the reactants [CH3:1][N:2]1[C@@H:12]2[CH2:13][C:14]3[CH:19]=[CH:18][C:17]([OH:20])=[C:16]4[O:21][C@H:6]5[C:7]([CH:9]=[CH:10][C@:11]2([OH:22])[C@:5]5([C:15]=34)[CH2:4][CH2:3]1)=[O:8].[CH2:23]1[CH:25](C(O)C#N)[CH2:24]1.[H][H], predict the reaction product. (5) The product is: [Si:2]([O:19][CH2:20][C:21]1[CH:26]=[CH:25][C:24]([CH:27]=[O:28])=[N:23][C:22]=1[O:32][CH3:33])([C:15]([CH3:18])([CH3:17])[CH3:16])([C:9]1[CH:10]=[CH:11][CH:12]=[CH:13][CH:14]=1)[C:3]1[CH:4]=[CH:5][CH:6]=[CH:7][CH:8]=1. Given the reactants Cl.[Si:2]([O:19][CH2:20][C:21]1[C:22]([O:32][CH3:33])=[N:23][C:24]([CH:27](OC)[O:28]C)=[CH:25][CH:26]=1)([C:15]([CH3:18])([CH3:17])[CH3:16])([C:9]1[CH:14]=[CH:13][CH:12]=[CH:11][CH:10]=1)[C:3]1[CH:8]=[CH:7][CH:6]=[CH:5][CH:4]=1.O, predict the reaction product. (6) Given the reactants [CH2:1]([N:8]1[CH2:13][CH2:12][CH2:11][CH:10]([O:14][C:15]2[CH:20]=[CH:19][C:18]([N+:21]([O-:23])=[O:22])=[CH:17][CH:16]=2)[CH2:9]1)[C:2]1[CH:7]=[CH:6][CH:5]=[CH:4][CH:3]=1.Cl[CH2:25][S:26]([C:29]1[C:38]2[C:33](=[CH:34][CH:35]=[CH:36][CH:37]=2)[CH:32]=[CH:31][CH:30]=1)(=[O:28])=[O:27].CC(C)([O-])C.[K+].Cl, predict the reaction product. The product is: [CH2:1]([N:8]1[CH2:13][CH2:12][CH2:11][CH:10]([O:14][C:15]2[CH:16]=[CH:17][C:18]([N+:21]([O-:23])=[O:22])=[C:19]([CH2:25][S:26]([C:29]3[C:38]4[C:33](=[CH:34][CH:35]=[CH:36][CH:37]=4)[CH:32]=[CH:31][CH:30]=3)(=[O:27])=[O:28])[CH:20]=2)[CH2:9]1)[C:2]1[CH:7]=[CH:6][CH:5]=[CH:4][CH:3]=1. (7) Given the reactants [CH3:1][O:2][C:3]([C@H:5]1[N:9]2[C:10](=[O:33])[C:11]([NH:28][S:29]([CH3:32])(=[O:31])=[O:30])=[C:12]([CH2:17][C:18]3[C:27]4[C:22](=[CH:23][CH:24]=[CH:25][CH:26]=4)[CH:21]=[CH:20][CH:19]=3)[C:13]([CH:14]3[CH2:16][CH2:15]3)=[C:8]2[S:7][CH2:6]1)=[O:4].CO[C:36]([C@H:38]1N2C(=O)C(N)=C(CC3C4C(=CC=CC=4)C=CC=3)C(C3C=CC=CC=3)=C2S[CH2:39]1)=O.CS(Cl)(=O)=O, predict the reaction product. The product is: [CH3:1][O:2][C:3]([C@H:5]1[N:9]2[C:10](=[O:33])[C:11]([NH:28][S:29]([CH3:32])(=[O:30])=[O:31])=[C:12]([CH2:17][C:18]3[C:27]4[C:22](=[CH:23][CH:24]=[CH:25][CH:26]=4)[CH:21]=[CH:20][CH:19]=3)[C:13]([C:14]3[CH:39]=[CH:38][CH:36]=[CH:16][CH:15]=3)=[C:8]2[S:7][CH2:6]1)=[O:4].